From a dataset of Peptide-MHC class II binding affinity with 134,281 pairs from IEDB. Regression. Given a peptide amino acid sequence and an MHC pseudo amino acid sequence, predict their binding affinity value. This is MHC class II binding data. (1) The peptide sequence is RTATNIWIDHNSFSN. The MHC is HLA-DQA10301-DQB10302 with pseudo-sequence HLA-DQA10301-DQB10302. The binding affinity (normalized) is 0.387. (2) The peptide sequence is RPGEPGLPGARGLT. The MHC is HLA-DQA10301-DQB10302 with pseudo-sequence HLA-DQA10301-DQB10302. The binding affinity (normalized) is 0. (3) The peptide sequence is TIPQSLDSWWTSLNF. The MHC is HLA-DPA10301-DPB10402 with pseudo-sequence HLA-DPA10301-DPB10402. The binding affinity (normalized) is 0.410.